From a dataset of Forward reaction prediction with 1.9M reactions from USPTO patents (1976-2016). Predict the product of the given reaction. (1) Given the reactants Cl.[NH2:2][CH2:3][CH2:4][NH:5][C:6](=[O:28])[CH2:7][CH2:8]/[CH:9]=[CH:10]\[CH2:11]/[CH:12]=[CH:13]\[CH2:14]/[CH:15]=[CH:16]\[CH2:17]/[CH:18]=[CH:19]\[CH2:20]/[CH:21]=[CH:22]\[CH2:23]/[CH:24]=[CH:25]\[CH2:26][CH3:27].C(O)(=O)CC/C=C\C/C=C\C/C=C\C/C=C\C/C=C\C/C=C\CC.NCCN[C:57](=[O:63])[O:58][C:59]([CH3:62])([CH3:61])[CH3:60].CCN=C=NCCCN(C)C, predict the reaction product. The product is: [C:6]([NH:5][CH2:4][CH2:3][NH:2][C:57](=[O:63])[O:58][C:59]([CH3:62])([CH3:61])[CH3:60])(=[O:28])[CH2:7][CH2:8]/[CH:9]=[CH:10]\[CH2:11]/[CH:12]=[CH:13]\[CH2:14]/[CH:15]=[CH:16]\[CH2:17]/[CH:18]=[CH:19]\[CH2:20]/[CH:21]=[CH:22]\[CH2:23]/[CH:24]=[CH:25]\[CH2:26][CH3:27]. (2) Given the reactants [Cl:1][CH2:2][CH2:3][CH2:4][N:5]1[CH2:11][CH2:10][C:9](=[O:12])[C:8]2[N:13]([CH3:16])[CH:14]=[CH:15][C:7]=2[C:6]1=[O:17], predict the reaction product. The product is: [Cl:1][CH2:2][CH2:3][CH2:4][N:5]1[CH2:11][CH2:10][C@H:9]([OH:12])[C:8]2[N:13]([CH3:16])[CH:14]=[CH:15][C:7]=2[C:6]1=[O:17]. (3) Given the reactants [OH:1][C:2]1[C:3]([N+:9]([O-])=O)=[N:4][C:5]([CH3:8])=[CH:6][CH:7]=1, predict the reaction product. The product is: [NH2:9][C:3]1[C:2]([OH:1])=[CH:7][CH:6]=[C:5]([CH3:8])[N:4]=1. (4) Given the reactants [NH2:1][C:2]1[NH:3][C:4](=[O:41])[C:5]2[C:10]([CH3:11])=[CH:9][N:8]([C@@H:12]3[O:28][C@H:27]([CH2:29][O:30][CH2:31][C:32]4[CH:37]=[CH:36][C:35](Cl)=[CH:34][C:33]=4Cl)[C@@H:16]([O:17]CC4C=CC(Cl)=CC=4Cl)[C@@:13]3([CH3:40])[O:14][CH3:15])[C:6]=2[N:7]=1, predict the reaction product. The product is: [NH2:1][C:2]1[NH:3][C:4](=[O:41])[C:5]2[C:10]([CH3:11])=[CH:9][N:8]([C@@H:12]3[O:28][C@H:27]([CH2:29][O:30][CH2:31][C:32]4[CH:33]=[CH:34][CH:35]=[CH:36][CH:37]=4)[C@@H:16]([OH:17])[C@@:13]3([CH3:40])[O:14][CH3:15])[C:6]=2[N:7]=1. (5) The product is: [Cl:1][C:2]1[C:11]([C:12]([NH:40][S:37]([C:36]2[C:31](=[O:30])[NH:32][CH:33]=[CH:34][CH:35]=2)(=[O:39])=[O:38])=[O:14])=[CH:10][C:9]2[C:4](=[CH:5][CH:6]=[C:7]([O:21][CH3:20])[CH:8]=2)[N:3]=1. Given the reactants [Cl:1][C:2]1[C:11]([C:12]([OH:14])=O)=[CH:10][C:9]2[C:4](=[CH:5][CH:6]=[CH:7][CH:8]=2)[N:3]=1.C1N=CN([C:20](N2C=NC=C2)=[O:21])C=1.[H-].[Na+].C[O:30][C:31]1[C:36]([S:37]([NH2:40])(=[O:39])=[O:38])=[CH:35][CH:34]=[CH:33][N:32]=1.Cl, predict the reaction product.